This data is from Forward reaction prediction with 1.9M reactions from USPTO patents (1976-2016). The task is: Predict the product of the given reaction. (1) Given the reactants [CH2:1]([N:8]1[C:13](=O)[CH2:12][O:11][C@@H:10]2[CH2:15][N:16]([C:19]([O:21][C:22]([CH3:25])([CH3:24])[CH3:23])=[O:20])[CH2:17][CH2:18][C@@H:9]12)[C:2]1[CH:7]=[CH:6][CH:5]=[CH:4][CH:3]=1.CO, predict the reaction product. The product is: [CH2:1]([N:8]1[CH2:13][CH2:12][O:11][CH:10]2[CH2:15][N:16]([C:19]([O:21][C:22]([CH3:25])([CH3:24])[CH3:23])=[O:20])[CH2:17][CH2:18][CH:9]12)[C:2]1[CH:3]=[CH:4][CH:5]=[CH:6][CH:7]=1. (2) Given the reactants [Br:1][C:2]1[CH:3]=[CH:4][C:5]([CH3:11])=[C:6]([CH:10]=1)[C:7](O)=[O:8].[CH:12]([N:15](CC)C(C)C)(C)C.CN.O1CCCC1.CCCP1(OP(CCC)(=O)OP(CCC)(=O)O1)=O.C(OCC)(=O)C, predict the reaction product. The product is: [Br:1][C:2]1[CH:3]=[CH:4][C:5]([CH3:11])=[C:6]([CH:10]=1)[C:7]([NH:15][CH3:12])=[O:8]. (3) The product is: [Cl:24][C:21]1[CH:22]=[CH:23][C:18]([CH:12]([C:9]2[CH:10]=[C:11]3[C:6](=[CH:7][CH:8]=2)[N:5]=[CH:4][CH:3]=[C:2]3/[CH:25]=[CH:26]/[C:27]2[CH:32]=[CH:31][CH:30]=[CH:29][CH:28]=2)[C:13]2[S:14][CH:15]=[CH:16][N:17]=2)=[CH:19][CH:20]=1. Given the reactants Br[C:2]1[C:11]2[C:6](=[CH:7][CH:8]=[C:9]([CH:12]([C:18]3[CH:23]=[CH:22][C:21]([Cl:24])=[CH:20][CH:19]=3)[C:13]3[S:14][CH:15]=[CH:16][N:17]=3)[CH:10]=2)[N:5]=[CH:4][CH:3]=1.[CH:25](/B(O)O)=[CH:26]\[C:27]1[CH:32]=[CH:31][CH:30]=[CH:29][CH:28]=1.COC1C=CC=C(OC)C=1C1C=CC=CC=1P(C1CCCCC1)C1CCCCC1.[O-]P([O-])([O-])=O.[K+].[K+].[K+], predict the reaction product. (4) The product is: [Cl:19][C:11]1[CH:10]=[C:9]([C:14]2[S:15][CH:16]=[CH:17][N:18]=2)[N:8]=[C:7]([C:5]2[O:6][C:2]([CH3:1])=[CH:3][CH:4]=2)[N:12]=1. Given the reactants [CH3:1][C:2]1[O:6][C:5]([C:7]2[N:12]=[C:11](O)[CH:10]=[C:9]([C:14]3[S:15][CH:16]=[CH:17][N:18]=3)[N:8]=2)=[CH:4][CH:3]=1.[Cl:19]C1N=C(C2SC=CC=2)N=C(N)C=1, predict the reaction product. (5) Given the reactants [F:1][C:2]([F:26])([F:25])[C:3]1[CH:8]=[CH:7][CH:6]=[CH:5][C:4]=1[NH:9][C:10](=[O:24])[NH:11][C:12]1[CH:17]=[CH:16][C:15]([CH2:18][C:19]([O:21]CC)=[O:20])=[CH:14][CH:13]=1.[OH-].[Na+].Cl, predict the reaction product. The product is: [F:1][C:2]([F:25])([F:26])[C:3]1[CH:8]=[CH:7][CH:6]=[CH:5][C:4]=1[NH:9][C:10](=[O:24])[NH:11][C:12]1[CH:17]=[CH:16][C:15]([CH2:18][C:19]([OH:21])=[O:20])=[CH:14][CH:13]=1. (6) Given the reactants Br[C:2]1[CH:3]=[C:4]([C:12]([N:14]2[CH2:19][C@@H:18]([CH3:20])[O:17][C@@H:16]([CH3:21])[CH2:15]2)=[O:13])[CH:5]=[C:6]([C:8]([F:11])([F:10])[F:9])[CH:7]=1.[NH2:22][C:23]1[CH:32]=[CH:31][C:30]([C:33]2[C:34]([CH3:39])=[N:35][O:36][C:37]=2[CH3:38])=[CH:29][C:24]=1[C:25]([O:27][CH3:28])=[O:26].C([O-])([O-])=O.[Cs+].[Cs+], predict the reaction product. The product is: [CH3:39][C:34]1[C:33]([C:30]2[CH:31]=[CH:32][C:23]([NH:22][C:2]3[CH:7]=[C:6]([C:8]([F:11])([F:10])[F:9])[CH:5]=[C:4]([C:12]([N:14]4[CH2:19][C@H:18]([CH3:20])[O:17][C@H:16]([CH3:21])[CH2:15]4)=[O:13])[CH:3]=3)=[C:24]([CH:29]=2)[C:25]([O:27][CH3:28])=[O:26])=[C:37]([CH3:38])[O:36][N:35]=1. (7) Given the reactants [CH3:1][C:2]([CH2:9][CH2:10][CH:11]=[C:12]([CH3:14])[CH3:13])=[C:3]=[CH:4][CH2:5][C:6](=[O:8])[CH3:7], predict the reaction product. The product is: [CH3:14][CH:12]([CH2:11][CH2:10][CH2:9][CH:2]([CH2:3][CH2:4][CH2:5][C:6]([CH3:7])=[O:8])[CH3:1])[CH3:13]. (8) Given the reactants FC(F)(F)C1C=C(NC(=O)NC2C=CC(C3SC(CCC(OC)=O)=NC=3)=CC=2)C=CC=1.[NH2:32][C:33]1[CH:38]=[CH:37][C:36]([C:39]2[N:43]=[C:42]([CH2:44][CH2:45][CH2:46][C:47]([O:49][CH3:50])=[O:48])[O:41][N:40]=2)=[CH:35][CH:34]=1.[F:51][C:52]1[CH:57]=[C:56]([F:58])[CH:55]=[CH:54][C:53]=1[N:59]=[C:60]=[O:61], predict the reaction product. The product is: [F:51][C:52]1[CH:57]=[C:56]([F:58])[CH:55]=[CH:54][C:53]=1[NH:59][C:60](=[O:61])[NH:32][C:33]1[CH:34]=[CH:35][C:36]([C:39]2[N:43]=[C:42]([CH2:44][CH2:45][CH2:46][C:47]([O:49][CH3:50])=[O:48])[O:41][N:40]=2)=[CH:37][CH:38]=1. (9) Given the reactants [Cl:1][C:2]1[CH:3]=[N:4][C:5]2[N:6]([N:8]=[C:9]([C:11]([OH:13])=O)[CH:10]=2)[CH:7]=1.[N:14]1[N:15]=[CH:16][N:17]2[CH2:22][CH2:21][NH:20][CH2:19][C:18]=12, predict the reaction product. The product is: [Cl:1][C:2]1[CH:3]=[N:4][C:5]2[N:6]([N:8]=[C:9]([C:11]([N:20]3[CH2:21][CH2:22][N:17]4[CH:16]=[N:15][N:14]=[C:18]4[CH2:19]3)=[O:13])[CH:10]=2)[CH:7]=1.